From a dataset of Catalyst prediction with 721,799 reactions and 888 catalyst types from USPTO. Predict which catalyst facilitates the given reaction. Reactant: [CH3:1][C:2]1[CH:3]=[C:4]([CH:8]([C:10]2[S:11][C:12]([CH3:16])=[C:13]([CH3:15])[N:14]=2)[OH:9])[O:5][C:6]=1[CH3:7]. Product: [CH3:1][C:2]1[CH:3]=[C:4]([C:8]([C:10]2[S:11][C:12]([CH3:16])=[C:13]([CH3:15])[N:14]=2)=[O:9])[O:5][C:6]=1[CH3:7]. The catalyst class is: 428.